Dataset: Full USPTO retrosynthesis dataset with 1.9M reactions from patents (1976-2016). Task: Predict the reactants needed to synthesize the given product. (1) Given the product [CH3:16][CH:14]([CH2:13][CH2:12][CH2:11][CH:9]([CH2:8][CH2:7][CH2:6][CH:4]([CH2:3][CH2:2][OH:1])[CH3:5])[CH3:10])[CH3:15], predict the reactants needed to synthesize it. The reactants are: [OH:1][CH2:2][CH:3]=[C:4]([CH2:6][CH2:7][CH:8]=[C:9]([CH2:11][CH2:12][CH:13]=[C:14]([CH3:16])[CH3:15])[CH3:10])[CH3:5]. (2) Given the product [C:20]([O:23][C:24]([N:1]([C:24]([O:23][C:20]([CH3:22])([CH3:21])[CH3:19])=[O:25])[C:2]1[CH:3]=[N:4][CH:5]=[CH:6][C:7]=1[O:8][C:9]1[CH:10]=[N:11][CH:12]=[C:13]([CH:18]=1)[C:14]([O:16][CH3:17])=[O:15])=[O:25])([CH3:22])([CH3:21])[CH3:19], predict the reactants needed to synthesize it. The reactants are: [NH2:1][C:2]1[CH:3]=[N:4][CH:5]=[CH:6][C:7]=1[O:8][C:9]1[CH:10]=[N:11][CH:12]=[C:13]([CH:18]=1)[C:14]([O:16][CH3:17])=[O:15].[CH3:19][C:20]([O:23][C:24](O[C:24]([O:23][C:20]([CH3:22])([CH3:21])[CH3:19])=[O:25])=[O:25])([CH3:22])[CH3:21]. (3) Given the product [SH:3][C:2]1[C:7]([C:8]#[N:9])=[C:6]([C:10]2[CH:11]=[CH:12][C:13]([Cl:16])=[CH:14][CH:15]=2)[C:5]2[CH2:4][CH2:25][CH2:20][CH2:21][C:17]=2[N:18]=1, predict the reactants needed to synthesize it. The reactants are: N[C:2]1[S:3][C:4](N)=[C:5]([C:17]#[N:18])[CH:6]([C:10]2[CH:15]=[CH:14][C:13]([Cl:16])=[CH:12][CH:11]=2)[C:7]=1[C:8]#[N:9].[C:20]1(N2CCOCC2)[CH2:25]CCC[CH:21]=1.Cl. (4) Given the product [Br:19][C:20]1[CH:21]=[C:22]([NH:26][C:27]([N:16]2[CH2:17][CH2:18][N:13]([C:3]3[C:2]([Cl:1])=[CH:12][C:6]([C:7]([O:9][CH2:10][CH3:11])=[O:8])=[CH:5][N:4]=3)[CH2:14][CH2:15]2)=[O:28])[CH:23]=[CH:24][CH:25]=1, predict the reactants needed to synthesize it. The reactants are: [Cl:1][C:2]1[C:3]([N:13]2[CH2:18][CH2:17][NH:16][CH2:15][CH2:14]2)=[N:4][CH:5]=[C:6]([CH:12]=1)[C:7]([O:9][CH2:10][CH3:11])=[O:8].[Br:19][C:20]1[CH:25]=[CH:24][CH:23]=[C:22]([N:26]=[C:27]=[O:28])[CH:21]=1. (5) Given the product [CH3:1][C:2]1[NH:3][C:4]2[C:9]([C:10]=1[CH3:11])=[C:8]([N:12]1[CH2:17][CH2:16][CH2:15][CH:14]([N:18]([CH3:19])[C:32](=[O:35])[CH:33]=[CH2:34])[CH2:13]1)[CH:7]=[CH:6][C:5]=2[C:20]([NH2:22])=[O:21], predict the reactants needed to synthesize it. The reactants are: [CH3:1][C:2]1[NH:3][C:4]2[C:9]([C:10]=1[CH3:11])=[C:8]([N:12]1[CH2:17][CH2:16][CH2:15][CH:14]([NH:18][CH3:19])[CH2:13]1)[CH:7]=[CH:6][C:5]=2[C:20]([NH2:22])=[O:21].CCN(C(C)C)C(C)C.[C:32](Cl)(=[O:35])[CH:33]=[CH2:34]. (6) Given the product [NH2:23][C@@:22]([C:17]1[CH:16]=[CH:15][C:14]2[C:19](=[CH:20][CH:21]=[C:12]([O:11][C@H:8]3[CH2:7][CH2:6][C@@H:5]([CH2:1][CH2:2][CH2:3][CH3:4])[CH2:10][CH2:9]3)[CH:13]=2)[CH:18]=1)([CH3:28])[CH2:26][OH:25], predict the reactants needed to synthesize it. The reactants are: [CH2:1]([C@@H:5]1[CH2:10][CH2:9][C@H:8]([O:11][C:12]2[CH:13]=[C:14]3[C:19](=[CH:20][CH:21]=2)[CH:18]=[C:17]([C@:22]2([CH3:28])[CH2:26][O:25]C(=O)[NH:23]2)[CH:16]=[CH:15]3)[CH2:7][CH2:6]1)[CH2:2][CH2:3][CH3:4].[OH-].[Li+].C(O)C.O. (7) Given the product [CH:37]1([C:40]([N:34]2[CH2:35][CH2:36][N:31]([C:30]3[C:2]([F:1])=[CH:3][C:4]4[N:8]=[C:7]([CH2:9][O:10][C:11]5[CH:12]=[CH:13][CH:14]=[CH:15][CH:16]=5)[N:6]([CH2:17][C:18]5[CH:19]=[CH:20][C:21]([O:24][C:25]([F:26])([F:27])[F:28])=[CH:22][CH:23]=5)[C:5]=4[CH:29]=3)[CH2:32][CH2:33]2)=[O:41])[CH2:39][CH2:38]1, predict the reactants needed to synthesize it. The reactants are: [F:1][C:2]1[C:30]([N:31]2[CH2:36][CH2:35][NH:34][CH2:33][CH2:32]2)=[CH:29][C:5]2[N:6]([CH2:17][C:18]3[CH:23]=[CH:22][C:21]([O:24][C:25]([F:28])([F:27])[F:26])=[CH:20][CH:19]=3)[C:7]([CH2:9][O:10][C:11]3[CH:16]=[CH:15][CH:14]=[CH:13][CH:12]=3)=[N:8][C:4]=2[CH:3]=1.[CH:37]1([C:40](Cl)=[O:41])[CH2:39][CH2:38]1. (8) Given the product [CH2:35]([O:38][NH:39][C:31](=[O:33])[CH2:30][N:9]1[CH2:10][CH2:11][N:12]([C:14]2[CH:23]=[CH:22][C:21]([O:24][CH3:25])=[C:20]3[C:15]=2[CH:16]=[CH:17][C:18]([C:26]([F:27])([F:28])[F:29])=[N:19]3)[CH2:13][C@@H:8]1[CH2:1][C:2]1[CH:3]=[CH:4][CH:5]=[CH:6][CH:7]=1)[CH:36]=[CH2:37], predict the reactants needed to synthesize it. The reactants are: [CH2:1]([C@H:8]1[CH2:13][N:12]([C:14]2[CH:23]=[CH:22][C:21]([O:24][CH3:25])=[C:20]3[C:15]=2[CH:16]=[CH:17][C:18]([C:26]([F:29])([F:28])[F:27])=[N:19]3)[CH2:11][CH2:10][N:9]1[CH2:30][C:31]([OH:33])=O)[C:2]1[CH:7]=[CH:6][CH:5]=[CH:4][CH:3]=1.Cl.[CH2:35]([O:38][NH2:39])[CH:36]=[CH2:37].C(N(CC)CC)C.C1CCC(N=C=NC2CCCCC2)CC1. (9) Given the product [CH3:11][O:10][C:9]1[CH:8]=[C:5]([CH2:6][N:14]2[CH2:18][CH2:17][CH2:16][CH2:15]2)[C:4]([O:12][CH3:13])=[CH:3][C:2]=1[OH:1], predict the reactants needed to synthesize it. The reactants are: [OH:1][C:2]1[C:9]([O:10][CH3:11])=[CH:8][C:5]([CH:6]=O)=[C:4]([O:12][CH3:13])[CH:3]=1.[NH:14]1[CH2:18][CH2:17][CH2:16][CH2:15]1.[BH-](OC(C)=O)(OC(C)=O)OC(C)=O.[Na+].OS([O-])(=O)=O.[Na+]. (10) Given the product [C:16]([C:18]1[C:23]2[N:24]=[C:25]([C:27]3[S:28][CH:29]=[C:30]([C:32]([O:34][CH2:35][CH3:36])=[O:33])[N:31]=3)[O:26][C:22]=2[C:21]([N:5]2[CH2:6][CH2:7][C@H:3]([N:2]([CH3:8])[CH3:1])[CH2:4]2)=[C:20]([C:38]2[CH:43]=[CH:42][CH:41]=[CH:40][CH:39]=2)[C:19]=1[CH3:44])#[N:17], predict the reactants needed to synthesize it. The reactants are: [CH3:1][N:2]([CH3:8])[C@H:3]1[CH2:7][CH2:6][NH:5][CH2:4]1.C(N(CC)CC)C.[C:16]([C:18]1[C:23]2[N:24]=[C:25]([C:27]3[S:28][CH:29]=[C:30]([C:32]([O:34][CH2:35][CH3:36])=[O:33])[N:31]=3)[O:26][C:22]=2[C:21](F)=[C:20]([C:38]2[CH:43]=[CH:42][CH:41]=[CH:40][CH:39]=2)[C:19]=1[CH3:44])#[N:17].